This data is from Reaction yield outcomes from USPTO patents with 853,638 reactions. The task is: Predict the reaction yield, written as a fraction of the theoretical maximum amount of product (1.0 means a 100% yield; for example, 0.34 means a 34% yield). (1) The yield is 0.730. The product is [CH3:6][C:5]1[N:22]([C:23]2[CH:24]=[C:25]([C:29]3[O:30][CH:31]=[CH:32][C:33]=3[C:34]([O:36][CH2:37][CH3:38])=[O:35])[CH:26]=[CH:27][CH:28]=2)[CH2:2][CH2:3][N:4]=1. The reactants are Cl[CH2:2][CH2:3][NH:4][C:5](=O)[CH3:6].P(Cl)(Cl)(Cl)(Cl)Cl.C1(C)C=CC=CC=1.Cl.[NH2:22][C:23]1[CH:24]=[C:25]([C:29]2[O:30][CH:31]=[CH:32][C:33]=2[C:34]([O:36][CH2:37][CH3:38])=[O:35])[CH:26]=[CH:27][CH:28]=1. The catalyst is C(OCC)(=O)C. (2) The product is [Cl:31][C:14]1[CH:13]=[C:12]([C:7]2[C:6]([C:4]([OH:5])=[O:3])=[CH:11][CH:10]=[CH:9][CH:8]=2)[CH:17]=[CH:16][C:15]=1[CH2:18][CH:19]1[CH2:23][CH2:22][N:21]([CH:24]2[CH2:25][CH2:26][CH2:27][CH2:28][CH2:29]2)[C:20]1=[O:30]. The reactants are C([O:3][C:4]([C:6]1[C:7]([C:12]2[CH:17]=[CH:16][C:15]([CH2:18][CH:19]3[CH2:23][CH2:22][N:21]([CH:24]4[CH2:29][CH2:28][CH2:27][CH2:26][CH2:25]4)[C:20]3=[O:30])=[C:14]([Cl:31])[CH:13]=2)=[CH:8][CH:9]=[CH:10][CH:11]=1)=[O:5])C.[OH-].[K+].O. The catalyst is C(O)C. The yield is 0.820. (3) The reactants are [NH:1]([C:8](=[O:32])[CH:9]([C:19]1[CH:31]=[CH:30][C:22]([C:23]([O:25]C(C)(C)C)=[O:24])=[CH:21][CH:20]=1)[C:10]([NH:12][C:13]1[CH:18]=[CH:17][CH:16]=[CH:15][CH:14]=1)=[O:11])[C:2]1[CH:7]=[CH:6][CH:5]=[CH:4][CH:3]=1.FC(F)(F)C(O)=O. The catalyst is C(Cl)Cl. The product is [NH:1]([C:8](=[O:32])[CH:9]([C:19]1[CH:20]=[CH:21][C:22]([C:23]([OH:25])=[O:24])=[CH:30][CH:31]=1)[C:10]([NH:12][C:13]1[CH:18]=[CH:17][CH:16]=[CH:15][CH:14]=1)=[O:11])[C:2]1[CH:3]=[CH:4][CH:5]=[CH:6][CH:7]=1. The yield is 0.710. (4) The reactants are [C:1]1([S:7]([C:10]2[CH:11]=[CH:12][C:13]([CH2:16][NH:17][C:18](=[O:29])OC3C=CC([N+]([O-])=O)=CC=3)=[N:14][CH:15]=2)(=[O:9])=[O:8])[CH:6]=[CH:5][CH:4]=[CH:3][CH:2]=1.Cl.Cl.[NH:32]1[C:36]2[CH2:37][NH:38][CH2:39][C:35]=2[CH:34]=[N:33]1.C(N(CC)CC)C.O. The catalyst is C(O)C. The product is [C:1]1([S:7]([C:10]2[CH:11]=[CH:12][C:13]([CH2:16][NH:17][C:18]([N:38]3[CH2:39][C:35]4[CH:34]=[N:33][NH:32][C:36]=4[CH2:37]3)=[O:29])=[N:14][CH:15]=2)(=[O:8])=[O:9])[CH:2]=[CH:3][CH:4]=[CH:5][CH:6]=1. The yield is 0.230.